From a dataset of Peptide-MHC class I binding affinity with 185,985 pairs from IEDB/IMGT. Regression. Given a peptide amino acid sequence and an MHC pseudo amino acid sequence, predict their binding affinity value. This is MHC class I binding data. (1) The peptide sequence is ETALMVIGMA. The MHC is HLA-A68:02 with pseudo-sequence HLA-A68:02. The binding affinity (normalized) is 0.847. (2) The peptide sequence is EASTWLDIF. The MHC is HLA-A02:12 with pseudo-sequence HLA-A02:12. The binding affinity (normalized) is 0.0847. (3) The peptide sequence is VPAERRGVF. The MHC is HLA-A31:01 with pseudo-sequence HLA-A31:01. The binding affinity (normalized) is 0.0847. (4) The peptide sequence is AEYKLQQGTF. The MHC is HLA-B18:01 with pseudo-sequence HLA-B18:01. The binding affinity (normalized) is 0.181. (5) The peptide sequence is YGLKGPDI. The MHC is H-2-Dd with pseudo-sequence H-2-Dd. The binding affinity (normalized) is 0.0278. (6) The peptide sequence is DVQRTRCKYV. The MHC is HLA-A02:02 with pseudo-sequence HLA-A02:02. The binding affinity (normalized) is 0.356. (7) The peptide sequence is FDAAVMGGF. The MHC is HLA-B40:01 with pseudo-sequence HLA-B40:01. The binding affinity (normalized) is 0.0403. (8) The peptide sequence is LTHVKINDK. The MHC is H-2-Kb with pseudo-sequence H-2-Kb. The binding affinity (normalized) is 0. (9) The peptide sequence is FKLLEYSNQ. The MHC is H-2-Db with pseudo-sequence H-2-Db. The binding affinity (normalized) is 0.